This data is from Reaction yield outcomes from USPTO patents with 853,638 reactions. The task is: Predict the reaction yield, written as a fraction of the theoretical maximum amount of product (1.0 means a 100% yield; for example, 0.34 means a 34% yield). (1) The reactants are [N+:1]([C:4]1[CH:5]=[C:6]2[C:10](=[CH:11][CH:12]=1)[CH2:9][NH:8][CH2:7]2)([O-:3])=[O:2].[CH3:13][C:14]([O:17][C:18](O[C:18]([O:17][C:14]([CH3:16])([CH3:15])[CH3:13])=[O:19])=[O:19])([CH3:16])[CH3:15]. The catalyst is C1COCC1. The product is [N+:1]([C:4]1[CH:5]=[C:6]2[C:10](=[CH:11][CH:12]=1)[CH2:9][N:8]([C:18]([O:17][C:14]([CH3:16])([CH3:15])[CH3:13])=[O:19])[CH2:7]2)([O-:3])=[O:2]. The yield is 0.800. (2) The reactants are Br[C:2]1[CH:10]=[CH:9][CH:8]=[CH:7][C:3]=1[N:4]([CH3:6])[CH3:5].[Li]CCCC.Cl[P:17]([CH:24]1[CH2:29][CH2:28][CH2:27][CH2:26][CH2:25]1)[CH:18]1[CH2:23][CH2:22][CH2:21][CH2:20][CH2:19]1. The catalyst is CCOCC. The product is [CH:24]1([P:17]([CH:18]2[CH2:19][CH2:20][CH2:21][CH2:22][CH2:23]2)[C:2]2[CH:10]=[CH:9][CH:8]=[CH:7][C:3]=2[N:4]([CH3:6])[CH3:5])[CH2:25][CH2:26][CH2:27][CH2:28][CH2:29]1. The yield is 0.250. (3) The yield is 0.593. The reactants are [CH2:1]([O:3][C:4](=[O:16])[CH:5]=[CH:6][CH2:7][O:8][CH2:9][C:10]1[CH:15]=[CH:14][CH:13]=[CH:12][CH:11]=1)[CH3:2].C(Cl)Cl.[Si](OS([C:28]([F:31])(F)F)(=O)=O)(C)(C)C. The product is [CH2:1]([O:3][C:4](=[O:16])[CH:28]([F:31])[CH:6]([CH2:7][O:8][CH2:9][C:10]1[CH:15]=[CH:14][CH:13]=[CH:12][CH:11]=1)[CH2:5][C:4]([O:3][CH2:1][CH3:2])=[O:16])[CH3:2]. The catalyst is O. (4) The reactants are [Cl:1][C:2]1[N:3]=[C:4](Cl)[C:5]2[CH2:10][S:9](=[O:12])(=[O:11])[CH2:8][C:6]=2[N:7]=1.CC[N:16]([CH2:19][CH3:20])[CH2:17][CH3:18].CN([CH:24]=[O:25])C. No catalyst specified. The product is [Cl:1][C:2]1[N:3]=[C:4]([N:16]2[CH2:17][CH2:18][O:25][CH2:24][C@@H:19]2[CH3:20])[C:5]2[CH2:10][S:9](=[O:12])(=[O:11])[CH2:8][C:6]=2[N:7]=1. The yield is 0.660. (5) The reactants are [H-].[Na+].[Br:3][C:4]1[CH:9]=[CH:8][C:7]([OH:10])=[CH:6][CH:5]=1.Cl[CH2:12][O:13][CH3:14].O. The catalyst is C1COCC1. The product is [Br:3][C:4]1[CH:9]=[CH:8][C:7]([O:10][CH2:12][O:13][CH3:14])=[CH:6][CH:5]=1. The yield is 0.920. (6) The reactants are [C:1]1([C:7]2[C:16]([C:17]([F:20])([F:19])[F:18])=[CH:15][C:14]3[C:9](=[CH:10][CH:11]=[CH:12][CH:13]=3)[C:8]=2[OH:21])[CH:6]=[CH:5][CH:4]=[CH:3][CH:2]=1.F[C:23]1[CH:30]=[CH:29][C:26]([CH:27]=[O:28])=[CH:25][CH:24]=1.C([O-])([O-])=O.[Cs+].[Cs+]. The catalyst is CS(C)=O. The product is [C:1]1([C:7]2[C:16]([C:17]([F:19])([F:20])[F:18])=[CH:15][C:14]3[C:9](=[CH:10][CH:11]=[CH:12][CH:13]=3)[C:8]=2[O:21][C:23]2[CH:30]=[CH:29][C:26]([CH:27]=[O:28])=[CH:25][CH:24]=2)[CH:2]=[CH:3][CH:4]=[CH:5][CH:6]=1. The yield is 0.360. (7) The reactants are Cl[CH2:2][CH2:3][CH2:4][CH:5]([C:16]1O[C:18]([C:21]2[CH:26]=[CH:25][C:24]([C:27]3[O:31][C:30]([CH3:32])=[N:29][CH:28]=3)=[C:23]([O:33][CH3:34])[CH:22]=2)=[N:19][N:20]=1)[C:6]1[CH:11]=[CH:10][CH:9]=[CH:8][C:7]=1[C:12]([F:15])([F:14])[F:13].[N-:35]=[N+]=[N-].[Na+].C1(P(C2C=CC=CC=2)C2C=CC=CC=2)C=CC=CC=1. The catalyst is CS(C)=O.C1COCC1.O. The product is [CH3:34][O:33][C:23]1[CH:22]=[C:21]([C:18]2[N:35]3[CH2:2][CH2:3][CH2:4][CH:5]([C:6]4[CH:11]=[CH:10][CH:9]=[CH:8][C:7]=4[C:12]([F:15])([F:14])[F:13])[C:16]3=[N:20][N:19]=2)[CH:26]=[CH:25][C:24]=1[C:27]1[O:31][C:30]([CH3:32])=[N:29][CH:28]=1. The yield is 0.740. (8) The reactants are [CH3:1][O:2][C:3]1[C:18]([N+:19]([O-])=O)=[CH:17][C:6]2[N:7]([CH3:16])[C:8](=[O:15])[CH2:9][N:10]([CH2:12][C:13]#[N:14])[CH2:11][C:5]=2[CH:4]=1.O.NN.C(O)C. The catalyst is [Pd]. The product is [NH2:19][C:18]1[C:3]([O:2][CH3:1])=[CH:4][C:5]2[CH2:11][N:10]([CH2:12][C:13]#[N:14])[CH2:9][C:8](=[O:15])[N:7]([CH3:16])[C:6]=2[CH:17]=1. The yield is 0.160.